Dataset: Reaction yield outcomes from USPTO patents with 853,638 reactions. Task: Predict the reaction yield, written as a fraction of the theoretical maximum amount of product (1.0 means a 100% yield; for example, 0.34 means a 34% yield). (1) The reactants are [CH3:1][S:2](Cl)(=[O:4])=[O:3].[CH2:6]([O:8][C:9]1[CH:10]=[C:11]([CH:18]([OH:23])[C:19]([O:21][CH3:22])=[O:20])[CH:12]=[C:13]([O:15][CH2:16][CH3:17])[CH:14]=1)[CH3:7]. The catalyst is ClCCl.CCOC(C)=O. The product is [CH2:16]([O:15][C:13]1[CH:12]=[C:11]([CH:18]([O:23][S:2]([CH3:1])(=[O:4])=[O:3])[C:19]([O:21][CH3:22])=[O:20])[CH:10]=[C:9]([O:8][CH2:6][CH3:7])[CH:14]=1)[CH3:17]. The yield is 0.940. (2) The yield is 0.853. The reactants are [CH:1]12[CH2:10][CH:5]3[CH2:6][CH:7]([CH2:9][CH:3]([CH2:4]3)[CH:2]1[N:11]1[C:14](=[O:15])[C:13]([CH3:17])([CH3:16])[NH:12]1)[CH2:8]2.[C:18](Cl)(=[O:25])[C:19]1[CH:24]=[CH:23][CH:22]=[CH:21][CH:20]=1.C(N(CC)CC)C.O. The product is [CH3:16][C:13]1([CH3:17])[N:12]([C:18]([C:19]2[CH:24]=[CH:23][CH:22]=[CH:21][CH:20]=2)=[O:25])[N:11]([CH:2]2[CH:3]3[CH2:4][CH:5]4[CH2:6][CH:7]([CH2:8][CH:1]2[CH2:10]4)[CH2:9]3)[C:14]1=[O:15]. The catalyst is ClCCl.CN(C1C=CN=CC=1)C. (3) The reactants are C[O:2][C:3](=[O:36])[CH:4]([CH2:24][CH:25]=[CH:26][CH2:27][P:28]([O:33][CH2:34][CH3:35])([O:30][CH2:31][CH3:32])=[O:29])[CH2:5][C:6]([CH3:23])=[CH:7][CH2:8][C:9]1[C:10]([OH:22])=[C:11]2[C:15](=[C:16]([CH3:20])[C:17]=1[O:18][CH3:19])[CH2:14][O:13][C:12]2=[O:21].[OH-].[Li+]. The catalyst is C1COCC1.O. The product is [CH2:31]([O:30][P:28]([CH2:27][CH:26]=[CH:25][CH2:24][CH:4]([CH2:5][C:6]([CH3:23])=[CH:7][CH2:8][C:9]1[C:10]([OH:22])=[C:11]2[C:15](=[C:16]([CH3:20])[C:17]=1[O:18][CH3:19])[CH2:14][O:13][C:12]2=[O:21])[C:3]([OH:36])=[O:2])([O:33][CH2:34][CH3:35])=[O:29])[CH3:32]. The yield is 1.00. (4) The reactants are [NH2:1][C:2]1[CH:7]=[CH:6][C:5]([Br:8])=[CH:4][N:3]=1.[C:9]1([CH3:19])[CH:14]=[CH:13][C:12]([S:15](Cl)(=[O:17])=[O:16])=[CH:11][CH:10]=1. The catalyst is N1C=CC=CC=1.O. The product is [Br:8][C:5]1[CH:6]=[CH:7][C:2]([NH:1][S:15]([C:12]2[CH:13]=[CH:14][C:9]([CH3:19])=[CH:10][CH:11]=2)(=[O:17])=[O:16])=[N:3][CH:4]=1. The yield is 0.920.